From a dataset of Full USPTO retrosynthesis dataset with 1.9M reactions from patents (1976-2016). Predict the reactants needed to synthesize the given product. (1) The reactants are: [CH:1]([NH:5][C:6](=[O:26])[CH:7]([O:13][C:14]1[CH:19]=[CH:18][C:17]([C:20]#[N:21])=[C:16]([C:22]([F:25])([F:24])[F:23])[CH:15]=1)[C:8]([CH3:12])([CH3:11])[CH2:9][OH:10])([CH2:3][CH3:4])[CH3:2].[CH3:27][S:28](Cl)(=[O:30])=[O:29]. Given the product [CH:1]([NH:5][C:6]([CH:7]([O:13][C:14]1[CH:19]=[CH:18][C:17]([C:20]#[N:21])=[C:16]([C:22]([F:24])([F:25])[F:23])[CH:15]=1)[C:8]([CH3:11])([CH3:12])[CH2:9][O:10][S:28]([CH3:27])(=[O:30])=[O:29])=[O:26])([CH2:3][CH3:4])[CH3:2], predict the reactants needed to synthesize it. (2) The reactants are: [Br:1][C:2]1[CH:10]=[CH:9][C:5]([C:6]([O-:8])=O)=[C:4]([CH2:11]Br)[CH:3]=1.[CH:13]1([NH2:16])[CH2:15][CH2:14]1. Given the product [Br:1][C:2]1[CH:3]=[C:4]2[C:5](=[CH:9][CH:10]=1)[C:6](=[O:8])[N:16]([CH:13]1[CH2:15][CH2:14]1)[CH2:11]2, predict the reactants needed to synthesize it. (3) Given the product [Cl:33][C:8]1[C:7]2[C:12](=[CH:13][CH:14]=[C:5]([O:4][CH2:1][CH2:2][CH3:3])[CH:6]=2)[N:11]=[C:10]([C:15]2[CH:16]=[N:17][CH:18]=[CH:19][CH:20]=2)[N:9]=1, predict the reactants needed to synthesize it. The reactants are: [CH2:1]([O:4][C:5]1[CH:6]=[C:7]2[C:12](=[CH:13][CH:14]=1)[NH:11][C:10]([C:15]1[CH:16]=[N:17][CH:18]=[CH:19][CH:20]=1)=[N:9][C:8]2=O)[CH2:2][CH3:3].CN(C)C1C=CC=CC=1.O=P(Cl)(Cl)[Cl:33]. (4) Given the product [CH2:18]([O:17][C:15](=[O:16])[CH:14]([NH:25][C:26]([O:28][C:29]([CH3:31])([CH3:30])[CH3:32])=[O:27])[CH2:13][CH2:12][OH:11])[C:19]1[CH:24]=[CH:23][CH:22]=[CH:21][CH:20]=1, predict the reactants needed to synthesize it. The reactants are: [BH4-].[Na+].O.O=C1CCC(=O)N1[O:11][C:12](=O)[CH2:13][CH:14]([NH:25][C:26]([O:28][C:29]([CH3:32])([CH3:31])[CH3:30])=[O:27])[C:15]([O:17][CH2:18][C:19]1[CH:24]=[CH:23][CH:22]=[CH:21][CH:20]=1)=[O:16]. (5) Given the product [C:15]([NH2:12])(=[O:19])[C:3]1[CH:4]=[CH:5][CH:6]=[CH:7][CH:8]=1, predict the reactants needed to synthesize it. The reactants are: CO[C:3]1[CH:8]=[CH:7][C:6](N)=[CH:5][CH:4]=1.C([N:12]([CH2:15]C)CC)C.CC(C)=[O:19]. (6) Given the product [C:10]([C:11]1[CH:16]=[CH:15][CH:14]=[C:13]([C:17]([F:18])([F:19])[F:20])[CH:12]=1)#[CH:9], predict the reactants needed to synthesize it. The reactants are: C(=O)([O-])[O-].[K+].[K+].C[Si](C)(C)[C:9]#[C:10][C:11]1[CH:16]=[CH:15][CH:14]=[C:13]([C:17]([F:20])([F:19])[F:18])[CH:12]=1.Cl. (7) Given the product [F:24][C:25]([F:33])([S:29]([O-:32])(=[O:31])=[O:30])[CH:26]([F:28])[F:27].[CH2:2]([N+:18]1[CH:22]=[CH:21][N:20]([CH3:23])[CH:19]=1)[CH2:3][CH2:4][CH2:5][CH2:6][CH2:7][CH2:8][CH2:9][CH2:10][CH2:11][CH2:12][CH2:13][CH2:14][CH2:15][CH2:16][CH3:17], predict the reactants needed to synthesize it. The reactants are: [Cl-].[CH2:2]([N+:18]1[CH:22]=[CH:21][N:20]([CH3:23])[CH:19]=1)[CH2:3][CH2:4][CH2:5][CH2:6][CH2:7][CH2:8][CH2:9][CH2:10][CH2:11][CH2:12][CH2:13][CH2:14][CH2:15][CH2:16][CH3:17].[F:24][C:25]([F:33])([S:29]([O-:32])(=[O:31])=[O:30])[CH:26]([F:28])[F:27].[K+]. (8) The reactants are: [CH:1]([O:4][C:5]1[N:10]=[C:9]([C:11]2[C:19]3[C:14](=[CH:15][CH:16]=[C:17]([C:20]4[S:24][N:23]=[C:22]([NH:25]CC5C=CC(OC)=CC=5)[N:21]=4)[CH:18]=3)[N:13](S(C3C=CC(C)=CC=3)(=O)=O)[CH:12]=2)[CH:8]=[CH:7][CH:6]=1)([CH3:3])[CH3:2].C(OC1N=C(C2C3C(=CC=C(C4SN=C(N)N=4)C=3)N(S(C3C=CC(C)=CC=3)(=O)=O)C=2)C=CC=1)(C)C.[OH-].[Na+]. Given the product [CH:1]([O:4][C:5]1[N:10]=[C:9]([C:11]2[C:19]3[C:14](=[CH:15][CH:16]=[C:17]([C:20]4[S:24][N:23]=[C:22]([NH2:25])[N:21]=4)[CH:18]=3)[NH:13][CH:12]=2)[CH:8]=[CH:7][CH:6]=1)([CH3:3])[CH3:2], predict the reactants needed to synthesize it. (9) Given the product [C:23]([CH:25]1[CH2:26][N:27]([C:29](=[O:53])[C@H:30]([NH:32][C:33]([C:35]2[C:43]3[C:38](=[N:39][CH:40]=[C:41]([C:4]4[C:5]5[S:9][CH:8]=[CH:7][C:6]=5[N:2]([CH3:1])[N:3]=4)[N:42]=3)[N:37]([CH2:45][O:46][CH2:47][CH2:48][Si:49]([CH3:52])([CH3:51])[CH3:50])[CH:36]=2)=[O:34])[CH3:31])[CH2:28]1)#[N:24], predict the reactants needed to synthesize it. The reactants are: [CH3:1][N:2]1[C:6]2[CH:7]=[CH:8][S:9][C:5]=2[C:4]([Sn](CCCC)(CCCC)CCCC)=[N:3]1.[C:23]([CH:25]1[CH2:28][N:27]([C:29](=[O:53])[C@H:30]([NH:32][C:33]([C:35]2[C:43]3[C:38](=[N:39][CH:40]=[C:41](Br)[N:42]=3)[N:37]([CH2:45][O:46][CH2:47][CH2:48][Si:49]([CH3:52])([CH3:51])[CH3:50])[CH:36]=2)=[O:34])[CH3:31])[CH2:26]1)#[N:24]. (10) Given the product [O:6]1[C@@H:2]([CH2:17][C:18]#[C:19][CH2:20][C:21]#[C:22][CH2:23][CH2:24][CH2:25][CH2:26][CH2:27][CH2:28][CH3:29])[C@H:3]1[CH2:4][CH3:5], predict the reactants needed to synthesize it. The reactants are: O[C@@H:2]([CH2:17][C:18]#[C:19][CH2:20][C:21]#[C:22][CH2:23][CH2:24][CH2:25][CH2:26][CH2:27][CH2:28][CH3:29])[C@@H:3]([O:6]S(C1C=CC(C)=CC=1)(=O)=O)[CH2:4][CH3:5].C([O-])([O-])=O.[K+].[K+].O.